This data is from Catalyst prediction with 721,799 reactions and 888 catalyst types from USPTO. The task is: Predict which catalyst facilitates the given reaction. (1) The catalyst class is: 5. Reactant: CN([CH:4]=[C:5]1[C:9](=O)[CH2:8][CH:7]([C:11]([O:13][CH3:14])=[O:12])[CH2:6]1)C.Cl.[NH2:16][C:17]([NH2:19])=[NH:18].C[O-].[Na+]. Product: [NH2:18][C:17]1[N:19]=[CH:4][C:5]2[CH2:6][CH:7]([C:11]([O:13][CH3:14])=[O:12])[CH2:8][C:9]=2[N:16]=1. (2) Reactant: [Br:1][CH:2]([C:4]1[N:5]=[C:6]2[S:13][CH:12]=[C:11]([CH3:14])[N:7]2[C:8](=[O:10])[CH:9]=1)[CH3:3].C(#N)C.[Br:18]N1C(=O)CCC1=O.S([O-])([O-])=O.[Na+].[Na+]. Product: [Br:18][C:9]1[C:8](=[O:10])[N:7]2[C:11]([CH3:14])=[CH:12][S:13][C:6]2=[N:5][C:4]=1[CH:2]([Br:1])[CH3:3]. The catalyst class is: 6. (3) Reactant: [C:1]1([CH3:19])[CH:6]=[CH:5][C:4]([N:7]2[C:11](C(O)=O)=[CH:10][C:9]([Si:15]([CH3:18])([CH3:17])[CH3:16])=[N:8]2)=[CH:3][CH:2]=1.C([N:22]([CH2:25]C)CC)C.C1(P(N=[N+]=[N-])(C2C=CC=CC=2)=[O:34])C=CC=CC=1.[C:44]([OH:48])([CH3:47])([CH3:46])[CH3:45]. Product: [C:44]([O:48][C:25](=[O:34])[NH:22][C:11]1[N:7]([C:4]2[CH:3]=[CH:2][C:1]([CH3:19])=[CH:6][CH:5]=2)[N:8]=[C:9]([Si:15]([CH3:16])([CH3:17])[CH3:18])[CH:10]=1)([CH3:47])([CH3:46])[CH3:45]. The catalyst class is: 11. (4) Reactant: [CH2:1]([C:4]1[CH:9]=[CH:8][C:7]([C:10]2[CH2:19][CH2:18][C:13]3([O:17][CH2:16][CH2:15][O:14]3)[CH2:12][CH:11]=2)=[CH:6][CH:5]=1)[CH2:2][CH3:3]. Product: [CH2:1]([C:4]1[CH:5]=[CH:6][C:7]([CH:10]2[CH2:11][CH2:12][C:13]3([O:17][CH2:16][CH2:15][O:14]3)[CH2:18][CH2:19]2)=[CH:8][CH:9]=1)[CH2:2][CH3:3]. The catalyst class is: 50. (5) Reactant: [CH3:1][C:2]1[CH:7]=[C:6]([N+:8]([O-])=O)[C:5]([CH3:11])=[CH:4][C:3]=1[CH:12]1[CH2:17][CH2:16][N:15]([CH2:18][C:19]2[CH:24]=[CH:23][C:22]([O:25][CH3:26])=[CH:21][CH:20]=2)[C:14](=[O:27])[CH2:13]1. Product: [NH2:8][C:6]1[C:5]([CH3:11])=[CH:4][C:3]([CH:12]2[CH2:17][CH2:16][N:15]([CH2:18][C:19]3[CH:20]=[CH:21][C:22]([O:25][CH3:26])=[CH:23][CH:24]=3)[C:14](=[O:27])[CH2:13]2)=[C:2]([CH3:1])[CH:7]=1. The catalyst class is: 19. (6) Reactant: C(=O)([O-])[O-].[K+].[K+].C([O:10][C:11]1[CH:16]=[CH:15][C:14]([C@H:17]2[C@H:22]([O:23][Si:24]([CH:31]([CH3:33])[CH3:32])([CH:28]([CH3:30])[CH3:29])[CH:25]([CH3:27])[CH3:26])[CH2:21][N:20]([C:34]([O:36][CH2:37][C:38]3[CH:43]=[CH:42][CH:41]=[CH:40][CH:39]=3)=[O:35])[CH2:19][C@@H:18]2[O:44][CH2:45][C:46]2[CH:47]=[CH:48][C:49]3[O:54][CH2:53][C:52](=[O:55])[N:51]([CH2:56][CH2:57][CH2:58][O:59][CH3:60])[C:50]=3[CH:61]=2)=[CH:13][CH:12]=1)C=C. Product: [OH:10][C:11]1[CH:12]=[CH:13][C:14]([C@H:17]2[C@H:22]([O:23][Si:24]([CH:31]([CH3:33])[CH3:32])([CH:25]([CH3:26])[CH3:27])[CH:28]([CH3:30])[CH3:29])[CH2:21][N:20]([C:34]([O:36][CH2:37][C:38]3[CH:43]=[CH:42][CH:41]=[CH:40][CH:39]=3)=[O:35])[CH2:19][C@@H:18]2[O:44][CH2:45][C:46]2[CH:47]=[CH:48][C:49]3[O:54][CH2:53][C:52](=[O:55])[N:51]([CH2:56][CH2:57][CH2:58][O:59][CH3:60])[C:50]=3[CH:61]=2)=[CH:15][CH:16]=1. The catalyst class is: 5. (7) Reactant: [CH3:1][O:2][C:3]1[CH:4]=[C:5]2[C:10](=[CH:11][C:12]=1[O:13][CH3:14])[N:9]=[CH:8][CH:7]=[C:6]2[O:15][C:16]1[CH:22]=[CH:21][C:19]([NH2:20])=[C:18]([F:23])[CH:17]=1.N1C=CC=CC=1.ClC(Cl)(O[C:34](=[O:40])OC(Cl)(Cl)Cl)Cl.Cl.[NH2:43][C:44]1[S:45][C:46]([CH3:50])=[C:47]([CH3:49])[N:48]=1. Product: [CH3:1][O:2][C:3]1[CH:4]=[C:5]2[C:10](=[CH:11][C:12]=1[O:13][CH3:14])[N:9]=[CH:8][CH:7]=[C:6]2[O:15][C:16]1[CH:22]=[CH:21][C:19]([NH:20][C:34]([NH:43][C:44]2[S:45][C:46]([CH3:50])=[C:47]([CH3:49])[N:48]=2)=[O:40])=[C:18]([F:23])[CH:17]=1. The catalyst class is: 146. (8) Reactant: [CH3:1][O:2][C:3]1[CH:4]=[C:5]2[C:14](=[CH:15][CH:16]=1)[C:13](=[O:17])[C:12]1[CH:11]=[CH:10][C:9]([C:18](O)=[O:19])=[CH:8][C:7]=1[O:6]2.F[P-](F)(F)(F)(F)F.N1C2C=CC=C(OC(N(C)C)=[N+](C)C)C=2N=N1.[CH:45]([N:48](CC)[CH:49](C)[CH3:50])(C)[CH3:46].C(NCC)C. Product: [CH2:45]([N:48]([CH2:49][CH3:50])[C:18]([C:9]1[CH:10]=[CH:11][C:12]2[C:13](=[O:17])[C:14]3[C:5]([O:6][C:7]=2[CH:8]=1)=[CH:4][C:3]([O:2][CH3:1])=[CH:16][CH:15]=3)=[O:19])[CH3:46]. The catalyst class is: 9. (9) The catalyst class is: 14. Product: [Br:1][C:2]1[CH:10]=[CH:9][C:5]([C:6]([N:13]([CH3:14])[CH3:12])=[O:7])=[CH:4][C:3]=1[CH3:11]. Reactant: [Br:1][C:2]1[CH:10]=[CH:9][C:5]([C:6](O)=[O:7])=[CH:4][C:3]=1[CH3:11].[CH3:12][NH:13][CH3:14].